From a dataset of Forward reaction prediction with 1.9M reactions from USPTO patents (1976-2016). Predict the product of the given reaction. (1) Given the reactants [Si:1]([O:8][C@@H:9]1[C@@:28]2([CH3:29])[C:13](=[CH:14][CH:15]=[C:16]3[C@@H:27]2[CH2:26][CH2:25][C@@:24]2([CH3:30])[C@H:17]3[CH2:18][CH:19]=[C:20]2[C@H:21]([OH:23])[CH3:22])[CH2:12][C@@H:11]([O:31][Si:32]([C:35]([CH3:38])([CH3:37])[CH3:36])([CH3:34])[CH3:33])[CH2:10]1)([C:4]([CH3:7])([CH3:6])[CH3:5])([CH3:3])[CH3:2].[H-].[Na+].C1OCCOCCOCCOCCOC1.Br[CH2:57]/[CH:58]=[CH:59]/[C:60]([CH3:70])([O:62][Si:63]([CH2:68][CH3:69])([CH2:66][CH3:67])[CH2:64][CH3:65])[CH3:61], predict the reaction product. The product is: [Si:1]([O:8][C@@H:9]1[C@@:28]2([CH3:29])[C:13](=[CH:14][CH:15]=[C:16]3[C@@H:27]2[CH2:26][CH2:25][C@@:24]2([CH3:30])[C@H:17]3[CH2:18][CH:19]=[C:20]2[C@H:21]([O:23][CH2:57]/[CH:58]=[CH:59]/[C:60]([CH3:70])([O:62][Si:63]([CH2:66][CH3:67])([CH2:68][CH3:69])[CH2:64][CH3:65])[CH3:61])[CH3:22])[CH2:12][C@@H:11]([O:31][Si:32]([C:35]([CH3:37])([CH3:36])[CH3:38])([CH3:33])[CH3:34])[CH2:10]1)([C:4]([CH3:7])([CH3:6])[CH3:5])([CH3:3])[CH3:2]. (2) Given the reactants [F:1][C:2]1[C:3]([NH:18][CH:19]([C:26]2([CH3:31])[CH2:30][CH2:29][CH2:28][CH2:27]2)[CH2:20][C:21]([O:23]CC)=[O:22])=[N:4][C:5]([C:8]2[C:16]3[C:11](=[N:12][CH:13]=[C:14]([F:17])[CH:15]=3)[NH:10][N:9]=2)=[N:6][CH:7]=1.O.[OH-].[Li+], predict the reaction product. The product is: [F:1][C:2]1[C:3]([NH:18][CH:19]([C:26]2([CH3:31])[CH2:30][CH2:29][CH2:28][CH2:27]2)[CH2:20][C:21]([OH:23])=[O:22])=[N:4][C:5]([C:8]2[C:16]3[C:11](=[N:12][CH:13]=[C:14]([F:17])[CH:15]=3)[NH:10][N:9]=2)=[N:6][CH:7]=1. (3) Given the reactants C(OC(=O)[NH:7][C@@:8]12[CH2:15][C@@:12]([NH:16][C:17]([C:19]3[CH:24]=[N:23][CH:22]=[CH:21][N:20]=3)=[O:18])([CH2:13][CH2:14]1)[CH2:11][CH2:10][CH2:9]2)(C)(C)C.[ClH:26], predict the reaction product. The product is: [ClH:26].[NH2:7][C@@:8]12[CH2:15][C@@:12]([NH:16][C:17]([C:19]3[CH:24]=[N:23][CH:22]=[CH:21][N:20]=3)=[O:18])([CH2:13][CH2:14]1)[CH2:11][CH2:10][CH2:9]2. (4) The product is: [F:32][C:31]([F:34])([F:33])[C:29]([OH:35])=[O:30].[CH2:11]1[C:10]2([CH2:27][CH2:28][NH:8][CH2:9]2)[CH2:13][CH:12]1[N:14]1[CH2:15][CH2:16][CH:17]([C:20]([NH:21][C:22]([CH3:25])([CH3:24])[CH3:23])=[O:26])[CH2:18][CH2:19]1. Given the reactants C(OC([N:8]1[CH2:28][CH2:27][C:10]2([CH2:13][CH:12]([N:14]3[CH2:19][CH2:18][CH:17]([C:20](=[O:26])[NH:21][C:22]([CH3:25])([CH3:24])[CH3:23])[CH2:16][CH2:15]3)[CH2:11]2)[CH2:9]1)=O)(C)(C)C.[C:29]([OH:35])([C:31]([F:34])([F:33])[F:32])=[O:30], predict the reaction product.